Task: Predict the reactants needed to synthesize the given product.. Dataset: Full USPTO retrosynthesis dataset with 1.9M reactions from patents (1976-2016) (1) Given the product [C:1]([O:5][C:6]([N:7]([CH2:18][C:19]([OH:21])=[O:20])[O:8][CH2:9][C:10]1[CH:15]=[CH:14][CH:13]=[CH:12][CH:11]=1)=[O:16])([CH3:4])([CH3:2])[CH3:3], predict the reactants needed to synthesize it. The reactants are: [C:1]([O:5][C:6](=[O:16])[NH:7][O:8][CH2:9][C:10]1[CH:15]=[CH:14][CH:13]=[CH:12][CH:11]=1)([CH3:4])([CH3:3])[CH3:2].Br[CH2:18][C:19]([OH:21])=[O:20].[H-].[Na+]. (2) Given the product [O:1]=[C:2]([C:18]1[CH:23]=[CH:22][C:21]([C:24]2[CH:29]=[CH:28][C:27]([NH:30][C:31](=[O:36])[CH2:32][CH2:33][CH2:34][CH3:35])=[CH:26][CH:25]=2)=[CH:20][CH:19]=1)[CH2:3][CH:4]([CH2:10][CH2:11][C:12]1[CH:17]=[CH:16][CH:15]=[CH:14][CH:13]=1)[C:5]([O-:7])=[O:6].[Na+:38], predict the reactants needed to synthesize it. The reactants are: [O:1]=[C:2]([C:18]1[CH:23]=[CH:22][C:21]([C:24]2[CH:29]=[CH:28][C:27]([NH:30][C:31](=[O:36])[CH2:32][CH2:33][CH2:34][CH3:35])=[CH:26][CH:25]=2)=[CH:20][CH:19]=1)[CH2:3][CH:4]([CH2:10][CH2:11][C:12]1[CH:17]=[CH:16][CH:15]=[CH:14][CH:13]=1)[C:5]([O:7]CC)=[O:6].[OH-].[Na+:38]. (3) The reactants are: [CH2:1]([N:3]1[C:7]2[CH:8]=[CH:9][C:10]([N:12]3[CH:17]=[C:16]([C:18]([O:20][CH2:21][CH3:22])=[O:19])[C:15](=[O:23])[NH:14][C:13]3=[O:24])=[CH:11][C:6]=2[N:5]=[C:4]1[CH3:25])[CH3:2].Br[CH2:27][C:28]1[CH:33]=[CH:32][CH:31]=[C:30]([F:34])[C:29]=1[C:35]([F:38])([F:37])[F:36].C(=O)([O-])[O-].[K+].[K+].[I-].[K+]. Given the product [CH2:1]([N:3]1[C:7]2[CH:8]=[CH:9][C:10]([N:12]3[CH:17]=[C:16]([C:18]([O:20][CH2:21][CH3:22])=[O:19])[C:15](=[O:23])[N:14]([CH2:27][C:28]4[CH:33]=[CH:32][CH:31]=[C:30]([F:34])[C:29]=4[C:35]([F:37])([F:36])[F:38])[C:13]3=[O:24])=[CH:11][C:6]=2[N:5]=[C:4]1[CH3:25])[CH3:2], predict the reactants needed to synthesize it. (4) Given the product [CH3:18][O:11][C:10](=[O:12])[CH2:9][C:4]1[CH:5]=[CH:6][C:7]([Cl:8])=[C:2]([Cl:1])[CH:3]=1, predict the reactants needed to synthesize it. The reactants are: [Cl:1][C:2]1[CH:3]=[C:4]([CH2:9][C:10]([OH:12])=[O:11])[CH:5]=[CH:6][C:7]=1[Cl:8].S(=O)(=O)(O)O.[CH3:18]O. (5) Given the product [CH2:1]([O:3][C:4]([C:6]1[C:10]([CH3:11])=[C:9]([C:18]2[CH:19]=[CH:20][C:15]([C:13]#[N:14])=[C:16]([F:24])[CH:17]=2)[O:8][N:7]=1)=[O:5])[CH3:2], predict the reactants needed to synthesize it. The reactants are: [CH2:1]([O:3][C:4]([C:6]1[C:10]([CH3:11])=[C:9](Br)[O:8][N:7]=1)=[O:5])[CH3:2].[C:13]([C:15]1[CH:20]=[CH:19][C:18](B(O)O)=[CH:17][C:16]=1[F:24])#[N:14].